This data is from Catalyst prediction with 721,799 reactions and 888 catalyst types from USPTO. The task is: Predict which catalyst facilitates the given reaction. (1) The catalyst class is: 9. Reactant: [Cl:1][C:2]1[CH:3]=[C:4]([CH:21]=[CH:22][CH:23]=1)[CH2:5][NH:6][C:7]1[N:20]=[C:10]2[C:11]([O:18][CH3:19])=[CH:12][C:13]([C:15]([OH:17])=O)=[CH:14][N:9]2[N:8]=1.[CH3:24][CH:25]1[CH2:30][NH:29][CH:28]([CH2:31][CH2:32][OH:33])[CH2:27][O:26]1.C(N(CC)C(C)C)(C)C.CN(C(ON1N=NC2C=CC=NC1=2)=[N+](C)C)C.F[P-](F)(F)(F)(F)F. Product: [Cl:1][C:2]1[CH:3]=[C:4]([CH:21]=[CH:22][CH:23]=1)[CH2:5][NH:6][C:7]1[N:20]=[C:10]2[C:11]([O:18][CH3:19])=[CH:12][C:13]([C:15]([N:29]3[CH:28]([CH2:31][CH2:32][OH:33])[CH2:27][O:26][CH:25]([CH3:24])[CH2:30]3)=[O:17])=[CH:14][N:9]2[N:8]=1. (2) Reactant: [C:1]12([C:7]3[C:11]4[CH2:12][N:13](C(OC(C)(C)C)=O)[CH2:14][CH2:15][C:10]=4[NH:9][N:8]=3)[CH2:6][CH:5]1[CH2:4][CH2:3][CH2:2]2.Cl.O1CCOCC1.C(OCC)(=O)C. Product: [C:1]12([C:7]3[C:11]4[CH2:12][NH:13][CH2:14][CH2:15][C:10]=4[NH:9][N:8]=3)[CH2:6][CH:5]1[CH2:4][CH2:3][CH2:2]2. The catalyst class is: 12. (3) Reactant: I([O-])(=O)(=O)=O.[Na+].[CH3:7][C:8]1[CH:9]=[C:10]([OH:23])[CH:11]=[CH:12][C:13]=1[B:14]1[O:18]C(C)(C)C(C)(C)[O:15]1.C([O-])(=O)C.[NH4+]. Product: [OH:23][C:10]1[CH:11]=[CH:12][C:13]([B:14]([OH:18])[OH:15])=[C:8]([CH3:7])[CH:9]=1. The catalyst class is: 95. (4) Reactant: [CH2:1]([O:3][C:4](=[O:15])/[CH:5]=[C:6](\[NH2:14])/[C@H:7]([CH3:13])[C@H:8]([CH3:12])[CH2:9][CH2:10][CH3:11])[CH3:2].[C:16](Cl)(=[O:18])[CH3:17].N1C=CC=CC=1. Product: [CH2:1]([O:3][C:4](=[O:15])/[CH:5]=[C:6](\[NH:14][C:16](=[O:18])[CH3:17])/[C@H:7]([CH3:13])[C@H:8]([CH3:12])[CH2:9][CH2:10][CH3:11])[CH3:2]. The catalyst class is: 2. (5) Reactant: [Cl:1][C:2]1[CH:3]=[CH:4][C:5]([N+:23]([O-])=O)=[C:6]([C:8]2[N:9]=[C:10]3[CH2:17][CH2:16][CH:15]([C:18]([O:20][CH2:21][CH3:22])=[O:19])[N:11]3[C:12](=[O:14])[CH:13]=2)[CH:7]=1.O.O.[Sn](Cl)Cl.Cl.C(=O)([O-])O.[Na+]. Product: [NH2:23][C:5]1[CH:4]=[CH:3][C:2]([Cl:1])=[CH:7][C:6]=1[C:8]1[N:9]=[C:10]2[CH2:17][CH2:16][CH:15]([C:18]([O:20][CH2:21][CH3:22])=[O:19])[N:11]2[C:12](=[O:14])[CH:13]=1. The catalyst class is: 13. (6) Reactant: [F:1][C:2]1[CH:3]=[C:4]2[C:8](=[CH:9][CH:10]=1)[NH:7][C:6](=[O:11])[CH2:5]2.[CH3:12][C:13]1[C:17]([S:18]([N:21]2[CH2:26][CH2:25][CH:24]([N:27]3[CH2:32][CH2:31][O:30][CH2:29][CH2:28]3)[CH2:23][CH2:22]2)(=[O:20])=[O:19])=[C:16]([CH3:33])[NH:15][C:14]=1[CH:34]=O. Product: [CH3:12][C:13]1[C:17]([S:18]([N:21]2[CH2:26][CH2:25][CH:24]([N:27]3[CH2:32][CH2:31][O:30][CH2:29][CH2:28]3)[CH2:23][CH2:22]2)(=[O:20])=[O:19])=[C:16]([CH3:33])[NH:15][C:14]=1/[CH:34]=[C:5]1\[C:6](=[O:11])[NH:7][C:8]2[C:4]\1=[CH:3][C:2]([F:1])=[CH:10][CH:9]=2. The catalyst class is: 360. (7) Reactant: [Br:1][C:2]1[C:3]([CH3:28])=[CH:4][C:5]2[N:6]([CH:8]=[C:9]([C:11]3[CH:16]=[CH:15][C:14]([O:17][CH2:18][CH2:19][O:20][Si](C(C)(C)C)(C)C)=[CH:13][CH:12]=3)[N:10]=2)[CH:7]=1.[F-].C([N+](CCCC)(CCCC)CCCC)CCC.[Cl-].[NH4+]. Product: [Br:1][C:2]1[C:3]([CH3:28])=[CH:4][C:5]2[N:6]([CH:8]=[C:9]([C:11]3[CH:12]=[CH:13][C:14]([O:17][CH2:18][CH2:19][OH:20])=[CH:15][CH:16]=3)[N:10]=2)[CH:7]=1. The catalyst class is: 7. (8) Reactant: [CH2:1]([Si:3]([CH2:16][CH3:17])([CH2:14][CH3:15])[O:4][C@H:5]1[C@@H:8]([CH:9]=[C:10]([CH3:12])[CH3:11])[NH:7][C:6]1=[O:13])[CH3:2].C(N(C(C)C)CC)(C)C.CN(C1C=CC=CN=1)C.[C:36](O[C:36]([O:38][C:39]([CH3:42])([CH3:41])[CH3:40])=[O:37])([O:38][C:39]([CH3:42])([CH3:41])[CH3:40])=[O:37]. Product: [CH2:16]([Si:3]([CH2:1][CH3:2])([CH2:14][CH3:15])[O:4][C@H:5]1[C@@H:8]([CH:9]=[C:10]([CH3:11])[CH3:12])[N:7]([C:36]([O:38][C:39]([CH3:42])([CH3:41])[CH3:40])=[O:37])[C:6]1=[O:13])[CH3:17]. The catalyst class is: 4. (9) Reactant: C(O)C.[C:4]1([C:10]2[N:20]=[CH:19][CH:18]=[CH:17][C:11]=2[C:12]([O:14][CH2:15][CH3:16])=[O:13])[CH:9]=[CH:8][CH:7]=[CH:6][CH:5]=1.[H][H]. Product: [C:4]1([CH:10]2[CH:11]([C:12]([O:14][CH2:15][CH3:16])=[O:13])[CH2:17][CH2:18][CH2:19][NH:20]2)[CH:5]=[CH:6][CH:7]=[CH:8][CH:9]=1. The catalyst class is: 331.